From a dataset of Catalyst prediction with 721,799 reactions and 888 catalyst types from USPTO. Predict which catalyst facilitates the given reaction. (1) Reactant: [Cu][C:2]#[N:3].[CH3:4][O:5][C:6]1[CH:15]=[C:14]([CH:16]([CH3:18])[CH3:17])[C:13](Br)=[CH:12][C:7]=1[C:8]([O:10][CH3:11])=[O:9].C(OCC)(=O)C. Product: [CH3:4][O:5][C:6]1[CH:15]=[C:14]([CH:16]([CH3:18])[CH3:17])[C:13]([C:2]#[N:3])=[CH:12][C:7]=1[C:8]([O:10][CH3:11])=[O:9]. The catalyst class is: 60. (2) Reactant: [Cl:1][C:2]1[N:10]=[C:9]2[C:5]([N:6]([CH2:11][C@H:12]3[CH2:17][CH2:16][C@H:15]([CH3:18])[CH2:14][CH2:13]3)[CH:7]=[N:8]2)=[C:4](Cl)[N:3]=1.[CH3:20][O:21][C:22]1[CH:27]=[C:26]([O:28][CH3:29])[CH:25]=[CH:24][C:23]=1[CH2:30][NH2:31].CCN(C(C)C)C(C)C. Product: [Cl:1][C:2]1[N:10]=[C:9]2[C:5]([N:6]([CH2:11][C@H:12]3[CH2:17][CH2:16][C@H:15]([CH3:18])[CH2:14][CH2:13]3)[CH:7]=[N:8]2)=[C:4]([NH:31][CH2:30][C:23]2[CH:24]=[CH:25][C:26]([O:28][CH3:29])=[CH:27][C:22]=2[O:21][CH3:20])[N:3]=1. The catalyst class is: 41. (3) Reactant: [C:1]([O:5][C:6](=[O:31])[N:7]([C:17]1[N:22]2[N:23]=[CH:24][CH:25]=[C:21]2[N:20]=[C:19]([Cl:26])[C:18]=1[CH2:27][CH2:28][CH2:29][OH:30])[C:8]1[CH:13]=[CH:12][C:11]([O:14][CH2:15][CH3:16])=[CH:10][CH:9]=1)([CH3:4])([CH3:3])[CH3:2].CC(OI1(OC(C)=O)(OC(C)=O)OC(=O)C2C=CC=CC1=2)=O. Product: [C:1]([O:5][C:6](=[O:31])[N:7]([C:17]1[N:22]2[N:23]=[CH:24][CH:25]=[C:21]2[N:20]=[C:19]([Cl:26])[C:18]=1[CH2:27][CH2:28][CH:29]=[O:30])[C:8]1[CH:9]=[CH:10][C:11]([O:14][CH2:15][CH3:16])=[CH:12][CH:13]=1)([CH3:3])([CH3:2])[CH3:4]. The catalyst class is: 2. (4) Reactant: [CH3:1][C:2]1[CH:8]=[CH:7][C:5]([NH2:6])=[CH:4][C:3]=1[N:9]1[C:16]2[N:12]([N:13]=[C:14]([C:17]3[CH:18]=[N:19][CH:20]=[CH:21][CH:22]=3)[CH:15]=2)[CH:11]=[CH:10]1.[OH:23][C:24]1[CH:25]=[C:26]([CH:30]=[C:31]([S:33]([F:38])([F:37])([F:36])([F:35])[F:34])[CH:32]=1)[C:27](O)=[O:28].CN(C(ON1N=NC2C=CC=NC1=2)=[N+](C)C)C.F[P-](F)(F)(F)(F)F.C(N(CC)C(C)C)(C)C. Product: [OH:23][C:24]1[CH:25]=[C:26]([CH:30]=[C:31]([S:33]([F:38])([F:34])([F:35])([F:36])[F:37])[CH:32]=1)[C:27]([NH:6][C:5]1[CH:7]=[CH:8][C:2]([CH3:1])=[C:3]([N:9]2[C:16]3[N:12]([N:13]=[C:14]([C:17]4[CH:18]=[N:19][CH:20]=[CH:21][CH:22]=4)[CH:15]=3)[CH:11]=[CH:10]2)[CH:4]=1)=[O:28]. The catalyst class is: 3.